This data is from CYP2C9 inhibition data for predicting drug metabolism from PubChem BioAssay. The task is: Regression/Classification. Given a drug SMILES string, predict its absorption, distribution, metabolism, or excretion properties. Task type varies by dataset: regression for continuous measurements (e.g., permeability, clearance, half-life) or binary classification for categorical outcomes (e.g., BBB penetration, CYP inhibition). Dataset: cyp2c9_veith. (1) The drug is C[C@@H](C(=O)Nc1ccc2ccccc2c1)[C@H]1C[C@]1(C)[C@H](NC(=O)OCc1ccccc1)c1ccccc1. The result is 1 (inhibitor). (2) The result is 1 (inhibitor). The drug is COC(=O)[C@@]1(Cc2ccc(OC)cc2)[C@H]2c3cc(C(=O)N4CCCC4)n(CCc4c[nH]c5ccccc45)c3C[C@H]2CN1C(=O)c1ccccc1. (3) The compound is CSC(=N)N. The result is 0 (non-inhibitor).